This data is from Full USPTO retrosynthesis dataset with 1.9M reactions from patents (1976-2016). The task is: Predict the reactants needed to synthesize the given product. (1) Given the product [CH3:1][O:2][C:3]1[CH:8]=[C:7]([O:9][CH3:10])[CH:6]=[CH:5][C:4]=1[C:11]1[CH:15]=[N:16][O:14][C:12]=1[CH3:13], predict the reactants needed to synthesize it. The reactants are: [CH3:1][O:2][C:3]1[CH:8]=[C:7]([O:9][CH3:10])[CH:6]=[CH:5][C:4]=1/[C:11](=[CH:15]\[N:16](C)C)/[C:12](=[O:14])[CH3:13].NO.Cl. (2) Given the product [Cl:18][C:15]1[CH:16]=[CH:17][C:12]([NH:11][C:9]([C:6]2[CH:7]=[N:8][C:3]([CH2:2][N:25]3[CH2:30][CH2:29][O:28][CH2:27][CH2:26]3)=[CH:4][CH:5]=2)=[O:10])=[CH:13][C:14]=1[C:19]1[CH:24]=[CH:23][CH:22]=[CH:21][N:20]=1, predict the reactants needed to synthesize it. The reactants are: Br[CH2:2][C:3]1[N:8]=[CH:7][C:6]([C:9]([NH:11][C:12]2[CH:17]=[CH:16][C:15]([Cl:18])=[C:14]([C:19]3[CH:24]=[CH:23][CH:22]=[CH:21][N:20]=3)[CH:13]=2)=[O:10])=[CH:5][CH:4]=1.[NH:25]1[CH2:30][CH2:29][O:28][CH2:27][CH2:26]1. (3) The reactants are: C(O[C:4]([C:6]1[NH:7][N:8]=[C:9]([C:12]2[S:16][C:15]([C:17]3[CH:22]=[CH:21][CH:20]=[CH:19][CH:18]=3)=[N:14][CH:13]=2)[C:10]=1[Cl:11])=[O:5])C.[CH2:23]([NH2:25])[CH3:24]. Given the product [CH2:23]([NH:25][C:4]([C:6]1[NH:7][N:8]=[C:9]([C:12]2[S:16][C:15]([C:17]3[CH:18]=[CH:19][CH:20]=[CH:21][CH:22]=3)=[N:14][CH:13]=2)[C:10]=1[Cl:11])=[O:5])[CH3:24], predict the reactants needed to synthesize it. (4) Given the product [ClH:38].[C@@H:24]12[NH:26][C@@H:21]([CH2:22][CH2:23]1)[CH2:20][N:19]([C:17]1[C:16]([F:34])=[CH:15][N:14]=[C:13]([NH:12][C:9]3[CH:10]=[CH:11][C:6]([C:4]([NH:3][CH2:1][CH3:2])=[O:5])=[C:7]([CH3:35])[CH:8]=3)[N:18]=1)[CH2:25]2, predict the reactants needed to synthesize it. The reactants are: [CH2:1]([NH:3][C:4]([C:6]1[CH:11]=[CH:10][C:9]([NH:12][C:13]2[N:18]=[C:17]([N:19]3[CH2:25][C@H:24]4[N:26](C(OC(C)(C)C)=O)[C@H:21]([CH2:22][CH2:23]4)[CH2:20]3)[C:16]([F:34])=[CH:15][N:14]=2)=[CH:8][C:7]=1[CH3:35])=[O:5])[CH3:2].CO.[ClH:38]. (5) Given the product [Cl:1][C:2]1[C:3]([NH:20][C@@H:21]([C:24]2[CH:29]=[CH:28][CH:27]=[CH:26][C:25]=2[F:30])[CH2:22][OH:23])=[N:4][C:5]([NH:8][C:9]2[CH:10]=[N:11][N:12]([CH2:14][C:15]([NH2:31])=[O:16])[CH:13]=2)=[N:6][CH:7]=1, predict the reactants needed to synthesize it. The reactants are: [Cl:1][C:2]1[C:3]([NH:20][C@@H:21]([C:24]2[CH:29]=[CH:28][CH:27]=[CH:26][C:25]=2[F:30])[CH2:22][OH:23])=[N:4][C:5]([NH:8][C:9]2[CH:10]=[N:11][N:12]([CH2:14][C:15](OCC)=[O:16])[CH:13]=2)=[N:6][CH:7]=1.[NH3:31]. (6) The reactants are: [CH2:1]([O:3][C:4]([C:6]1[CH:10]=[C:9]([C:11](=O)/[CH:12]=[CH:13]/N(C)C)[NH:8][CH:7]=1)=[O:5])[CH3:2].[CH3:18][O:19][C:20]1[CH:25]=[C:24]([N:26]2[CH2:31][CH2:30][N:29]([CH3:32])[CH2:28][CH2:27]2)[CH:23]=[CH:22][C:21]=1[NH:33][C:34]([NH2:36])=[NH:35].C(O)C. Given the product [CH2:1]([O:3][C:4]([C:6]1[CH:10]=[C:9]([C:11]2[CH:12]=[CH:13][N:36]=[C:34]([NH:33][C:21]3[CH:22]=[CH:23][C:24]([N:26]4[CH2:31][CH2:30][N:29]([CH3:32])[CH2:28][CH2:27]4)=[CH:25][C:20]=3[O:19][CH3:18])[N:35]=2)[NH:8][CH:7]=1)=[O:5])[CH3:2], predict the reactants needed to synthesize it. (7) Given the product [OH:14][C:11]1[CH:12]=[CH:13][CH:5]=[C:6]2[C:7]([O:8][C:9](=[O:15])[C:10]=12)=[O:16], predict the reactants needed to synthesize it. The reactants are: CC(C)(C)C([C:5]12[O:14][CH:11]([CH:12]=[CH:13]1)[CH:10]1[CH:6]2[C:7](=[O:16])[O:8][C:9]1=[O:15])=O.OS(O)(=O)=O.